Predict the reactants needed to synthesize the given product. From a dataset of Full USPTO retrosynthesis dataset with 1.9M reactions from patents (1976-2016). (1) Given the product [OH:3][CH2:4][CH:5]1[CH2:10][CH2:9][CH2:8][N:7]([C:11]2[N:16]=[C:15]([C:17]([NH:19][C:20]3[C:21]([CH3:31])=[C:22]([CH:27]=[CH:28][C:29]=3[CH3:30])[C:23]([OH:25])=[O:24])=[O:18])[C:14]([CH3:32])=[CH:13][CH:12]=2)[CH2:6]1, predict the reactants needed to synthesize it. The reactants are: [OH-].[Na+].[OH:3][CH2:4][CH:5]1[CH2:10][CH2:9][CH2:8][N:7]([C:11]2[N:16]=[C:15]([C:17]([NH:19][C:20]3[C:21]([CH3:31])=[C:22]([CH:27]=[CH:28][C:29]=3[CH3:30])[C:23]([O:25]C)=[O:24])=[O:18])[C:14]([CH3:32])=[CH:13][CH:12]=2)[CH2:6]1. (2) The reactants are: [O:1]1[CH:5]=[CH:4][CH:3]=[C:2]1[CH:6]=[O:7].[NH2:8][C:9]1[S:10][C:11]([S:14]([C:17]2[CH:22]=[CH:21][C:20]([N+:23]([O-:25])=[O:24])=[CH:19][CH:18]=2)(=[O:16])=[O:15])=[CH:12][N:13]=1.C[O:27][C:28](=O)[C:29](=[O:38])[CH2:30][C:31]([C:33]1[O:34][CH:35]=[CH:36][CH:37]=1)=O. Given the product [O:1]1[CH:5]=[CH:4][CH:3]=[C:2]1[C:6]([C:30]1[CH:31]([C:33]2[O:34][CH:35]=[CH:36][CH:37]=2)[N:8]([C:9]2[S:10][C:11]([S:14]([C:17]3[CH:18]=[CH:19][C:20]([N+:23]([O-:25])=[O:24])=[CH:21][CH:22]=3)(=[O:15])=[O:16])=[CH:12][N:13]=2)[C:28](=[O:27])[C:29]=1[OH:38])=[O:7], predict the reactants needed to synthesize it. (3) Given the product [Cl:1][C:2]1[N:3]=[C:4]([N:13]2[CH2:18][CH2:17][O:16][CH2:15][CH2:14]2)[C:5]2[S:10][C:9]([CH2:11][N:25]3[CH2:26][C:23]4([CH2:27][CH2:28][N:20]([CH3:19])[CH2:21][CH2:22]4)[CH2:24]3)=[CH:8][C:6]=2[N:7]=1, predict the reactants needed to synthesize it. The reactants are: [Cl:1][C:2]1[N:3]=[C:4]([N:13]2[CH2:18][CH2:17][O:16][CH2:15][CH2:14]2)[C:5]2[S:10][C:9]([CH:11]=O)=[CH:8][C:6]=2[N:7]=1.[CH3:19][N:20]1[CH2:28][CH2:27][C:23]2([CH2:26][NH:25][CH2:24]2)[CH2:22][CH2:21]1.C(O[BH-](OC(=O)C)OC(=O)C)(=O)C.[Na+].O. (4) Given the product [NH2:28][CH2:27][C@H:17]1[CH2:16][C@@H:15]([NH:14][S:11]([C:4]2[CH:5]=[C:6]([O:9][CH3:10])[CH:7]=[CH:8][C:3]=2[O:2][CH3:1])(=[O:13])=[O:12])[CH2:19][N:18]1[C:20]([O:22][C:23]([CH3:26])([CH3:25])[CH3:24])=[O:21], predict the reactants needed to synthesize it. The reactants are: [CH3:1][O:2][C:3]1[CH:8]=[CH:7][C:6]([O:9][CH3:10])=[CH:5][C:4]=1[S:11]([NH:14][C@H:15]1[CH2:19][N:18]([C:20]([O:22][C:23]([CH3:26])([CH3:25])[CH3:24])=[O:21])[C@@H:17]([CH2:27][N:28]2C(=O)C3C(=CC=CC=3)C2=O)[CH2:16]1)(=[O:13])=[O:12].O.NN. (5) The reactants are: [F:1][C:2]1[CH:15]=[CH:14][CH:13]=[C:12]([F:16])[C:3]=1[C:4]([NH:6][C:7]1[CH:8]=[N:9][NH:10][CH:11]=1)=[O:5].FC1C=CC=C(F)C=1C(NC1C=NN(CC2C=CC=CC=2COC2C=CC=CC=2)C=1)=O.C(=O)([O-])[O-].[K+].[K+].Br[CH2:55][C:56]1[CH:61]=[CH:60][C:59]([Cl:62])=[CH:58][C:57]=1[O:63][CH2:64][C:65]1[CH:70]=[CH:69][CH:68]=[CH:67][CH:66]=1. Given the product [Cl:62][C:59]1[CH:60]=[CH:61][C:56]([CH2:55][N:10]2[CH:11]=[C:7]([NH:6][C:4](=[O:5])[C:3]3[C:2]([F:1])=[CH:15][CH:14]=[CH:13][C:12]=3[F:16])[CH:8]=[N:9]2)=[C:57]([O:63][CH2:64][C:65]2[CH:66]=[CH:67][CH:68]=[CH:69][CH:70]=2)[CH:58]=1, predict the reactants needed to synthesize it. (6) Given the product [NH2:1][C:4]1[CH:5]=[CH:6][C:7]([O:10][C:11]2[CH:12]=[C:13]([CH:18]=[CH:19][CH:20]=2)[C:14]([O:16][CH3:17])=[O:15])=[N:8][CH:9]=1, predict the reactants needed to synthesize it. The reactants are: [N+:1]([C:4]1[CH:5]=[CH:6][C:7]([O:10][C:11]2[CH:12]=[C:13]([CH:18]=[CH:19][CH:20]=2)[C:14]([O:16][CH3:17])=[O:15])=[N:8][CH:9]=1)([O-])=O.